From a dataset of PAMPA (Parallel Artificial Membrane Permeability Assay) permeability data from NCATS. Regression/Classification. Given a drug SMILES string, predict its absorption, distribution, metabolism, or excretion properties. Task type varies by dataset: regression for continuous measurements (e.g., permeability, clearance, half-life) or binary classification for categorical outcomes (e.g., BBB penetration, CYP inhibition). Dataset: pampa_ncats. (1) The result is 1 (high permeability). The drug is C1=CC=C2C(=C1)C(=NC(=N2)C3=CC=NC=C3)NCC4=CC(=C(C=C4)F)F. (2) The molecule is CC1=CC(=NC(=C1)NC(=S)N2CCN(CC2)C3=CC(=NC4=C3C=C(C=C4)C(F)(F)F)C(F)(F)F)C. The result is 1 (high permeability). (3) The molecule is C1=CC(=CC=C1CC(=O)NC2=C(C=CN=C2)C(=O)O)Cl. The result is 0 (low-to-moderate permeability). (4) The drug is CN(C)C1=CC=CC(=C1)C2=CN=C(N=C2)N3CCC(CC3)C(=O)N. The result is 1 (high permeability). (5) The result is 1 (high permeability). The drug is CC(C1=CC=CC=C1)NC2=CC=C(C=C2)[S+](=O)(NC3=NC=CS3)[O-]. (6) The result is 0 (low-to-moderate permeability). The drug is C1CC1N2C=C(C(=O)C3=CC(=C(C=C32)N4C[C@@H]5C[C@H]4CN5)F)C(=O)O.